This data is from Full USPTO retrosynthesis dataset with 1.9M reactions from patents (1976-2016). The task is: Predict the reactants needed to synthesize the given product. Given the product [S:1]1[C:5]2[CH:6]=[CH:7][CH:8]=[CH:9][C:4]=2[C:3]([CH2:10][NH:11][C:12]2[C:17]([F:18])=[CH:16][N:15]=[C:14]([NH:20][C:21]3[CH:26]=[CH:25][CH:24]=[C:23]([OH:27])[CH:22]=3)[N:13]=2)=[CH:2]1, predict the reactants needed to synthesize it. The reactants are: [S:1]1[C:5]2[CH:6]=[CH:7][CH:8]=[CH:9][C:4]=2[C:3]([CH2:10][NH:11][C:12]2[C:17]([F:18])=[CH:16][N:15]=[C:14](Cl)[N:13]=2)=[CH:2]1.[NH2:20][C:21]1[CH:22]=[C:23]([OH:27])[CH:24]=[CH:25][CH:26]=1.